This data is from Full USPTO retrosynthesis dataset with 1.9M reactions from patents (1976-2016). The task is: Predict the reactants needed to synthesize the given product. (1) Given the product [Cl:1][C:2]1[CH:7]=[CH:6][C:5]([NH:8][C:9](=[O:21])[C:10]2[CH:11]=[C:12]([CH:16]=[CH:17][C:18]=2[O:19][CH2:20][CH:23]=[CH:24][CH2:25][CH3:26])[C:13]([NH2:15])=[O:14])=[CH:4][CH:3]=1, predict the reactants needed to synthesize it. The reactants are: [Cl:1][C:2]1[CH:7]=[CH:6][C:5]([NH:8][C:9](=[O:21])[C:10]2[CH:11]=[C:12]([CH:16]=[CH:17][C:18]=2[O:19][CH3:20])[C:13]([NH2:15])=[O:14])=[CH:4][CH:3]=1.Br[CH2:23][CH:24]=[CH:25][CH2:26]C. (2) Given the product [CH3:5][O:6][C:7]1[CH:12]=[CH:11][C:10]([N+:13]([O-:15])=[O:14])=[CH:9][C:8]=1[NH:16][C:17]1[N:19]=[C:24]([C:26]2[CH:27]=[N:28][CH:29]=[CH:30][CH:31]=2)[CH:23]=[CH:22][N:18]=1, predict the reactants needed to synthesize it. The reactants are: [N+]([O-])(O)=O.[CH3:5][O:6][C:7]1[CH:12]=[CH:11][C:10]([N+:13]([O-:15])=[O:14])=[CH:9][C:8]=1[NH:16][C:17]([NH2:19])=[NH:18].CN(C)[CH:22]=[CH:23][C:24]([C:26]1[CH:27]=[N:28][CH:29]=[CH:30][CH:31]=1)=O.